Dataset: Reaction yield outcomes from USPTO patents with 853,638 reactions. Task: Predict the reaction yield, written as a fraction of the theoretical maximum amount of product (1.0 means a 100% yield; for example, 0.34 means a 34% yield). (1) The reactants are CO[C:3]([C:5]1[CH:6]=[C:7]2[C:11](=[CH:12][CH:13]=1)[NH:10][N:9]=[CH:8]2)=[O:4].[CH3:14][S:15]([CH2:18][CH2:19]OS(C)(=O)=O)(=[O:17])=[O:16]. No catalyst specified. The product is [CH3:14][S:15]([CH2:18][CH2:19][N:10]1[C:11]2[C:7](=[CH:6][C:5]([CH2:3][OH:4])=[CH:13][CH:12]=2)[CH:8]=[N:9]1)(=[O:17])=[O:16]. The yield is 0.160. (2) The reactants are [I-].Br[C:3]1[CH:4]=[C:5]2[C:9](=[CH:10][CH:11]=1)[N+:8]([CH2:12][CH3:13])=[C:7]([CH3:14])[C:6]2([CH3:16])[CH3:15].[CH2:17]([O:19][P:20]([O:24]CC)[O:21][CH2:22][CH3:23])[CH3:18]. The catalyst is [Ni](Cl)Cl.CO. The product is [CH2:17]([O:19][P:20]([C:3]1[CH:4]=[C:5]2[C:9](=[CH:10][CH:11]=1)[N:8]([CH2:12][CH3:13])[C:7](=[CH2:14])[C:6]2([CH3:16])[CH3:15])(=[O:24])[O:21][CH2:22][CH3:23])[CH3:18]. The yield is 0.620. (3) The reactants are [Cl:1][C:2]1[N:10]=[C:9]2[C:5]([NH:6][CH:7]=[N:8]2)=[C:4](Cl)[N:3]=1.[CH:12]1([SH:18])[CH2:17][CH2:16][CH2:15][CH2:14][CH2:13]1.C(N(CC)CC)C. The catalyst is C(O)C. The product is [Cl:1][C:2]1[N:10]=[C:9]2[C:5]([N:6]=[CH:7][NH:8]2)=[C:4]([S:18][CH:12]2[CH2:17][CH2:16][CH2:15][CH2:14][CH2:13]2)[N:3]=1. The yield is 0.700. (4) The reactants are [Cl-].[CH3:2][C:3]1[SH+:4][CH:5]=[CH:6][CH:7]=[CH:8][CH:9]=[CH:10][CH:11]=1.[I-:12].[K+]. The catalyst is O. The product is [I-:12].[CH3:2][C:3]1[SH+:4][CH:5]=[CH:6][CH:7]=[CH:8][CH:9]=[CH:10][CH:11]=1. The yield is 0.790. (5) The reactants are [C:1]([C:3]1[CH:4]=[C:5]2[C:10](=[CH:11][C:12]=1[O:13][C:14]1[CH:19]=[CH:18][C:17]([C:20](=[O:30])[NH:21][CH2:22][CH2:23][C:24]3[CH:29]=[CH:28][CH:27]=[CH:26][CH:25]=3)=[CH:16][CH:15]=1)[O:9][CH2:8][CH2:7][CH:6]2[C:31]([O:33]C)=[O:32])#[N:2].[OH-].[Na+].O.CO. The catalyst is C1COCC1.C(OCC)(=O)C.Cl. The product is [C:1]([C:3]1[CH:4]=[C:5]2[C:10](=[CH:11][C:12]=1[O:13][C:14]1[CH:15]=[CH:16][C:17]([C:20](=[O:30])[NH:21][CH2:22][CH2:23][C:24]3[CH:25]=[CH:26][CH:27]=[CH:28][CH:29]=3)=[CH:18][CH:19]=1)[O:9][CH2:8][CH2:7][CH:6]2[C:31]([OH:33])=[O:32])#[N:2]. The yield is 0.769. (6) The reactants are [F:1][C:2]1[CH:3]=[C:4]([C:8]2[C:13]([C:14]3[CH:19]=[CH:18][N:17]=[CH:16][CH:15]=3)=[CH:12][N:11]=[C:10]([NH2:20])[N:9]=2)[CH:5]=[CH:6][CH:7]=1.[C:21](OC(=O)C)(=[O:23])[CH3:22].C(=O)(O)[O-].[Na+]. The catalyst is S(=O)(=O)(O)O.C(OCC)(=O)C.O. The product is [F:1][C:2]1[CH:3]=[C:4]([C:8]2[C:13]([C:14]3[CH:19]=[CH:18][N:17]=[CH:16][CH:15]=3)=[CH:12][N:11]=[C:10]([NH:20][C:21](=[O:23])[CH3:22])[N:9]=2)[CH:5]=[CH:6][CH:7]=1. The yield is 0.540. (7) The reactants are [Br:1][C:2]1[CH:3]=[C:4]([CH2:10][C:11]([O:13][CH2:14][CH3:15])=[O:12])[CH:5]=[C:6]([Cl:9])[C:7]=1[OH:8].C(=O)([O-])[O-].[K+].[K+].[F:22][C:23]([F:27])([F:26])[CH2:24]I. The catalyst is CN(C=O)C. The product is [Br:1][C:2]1[CH:3]=[C:4]([CH2:10][C:11]([O:13][CH2:14][CH3:15])=[O:12])[CH:5]=[C:6]([Cl:9])[C:7]=1[O:8][CH2:24][C:23]([F:27])([F:26])[F:22]. The yield is 0.300. (8) The reactants are [N:1]1([C:7]2[N:12]=[C:11]([N:13]3[CH2:18][CH2:17][O:16][CH2:15][CH2:14]3)[N:10]=[C:9]([C:19]3[CH:25]=[CH:24][C:22]([NH2:23])=[CH:21][CH:20]=3)[N:8]=2)[CH2:6][CH2:5][O:4][CH2:3][CH2:2]1.Cl[C:27](Cl)([O:29]C(=O)OC(Cl)(Cl)Cl)Cl.CCN(CC)CC.[NH2:45][C:46]1[CH:51]=[CH:50][C:49]([CH:52]([OH:54])[CH3:53])=[CH:48][CH:47]=1. The catalyst is C(Cl)Cl. The product is [N:1]1([C:7]2[N:12]=[C:11]([N:13]3[CH2:18][CH2:17][O:16][CH2:15][CH2:14]3)[N:10]=[C:9]([C:19]3[CH:25]=[CH:24][C:22]([NH:23][C:27]([NH:45][C:46]4[CH:51]=[CH:50][C:49]([CH:52]([OH:54])[CH3:53])=[CH:48][CH:47]=4)=[O:29])=[CH:21][CH:20]=3)[N:8]=2)[CH2:2][CH2:3][O:4][CH2:5][CH2:6]1. The yield is 0.240. (9) The reactants are [Cl:1][C:2]1[N:3]([C@@H:15]2[O:21][C@H:20]([CH2:22][OH:23])[C@@H:18]([OH:19])[C@H:16]2[OH:17])[C:4]2[C:9]([C:10]=1[C:11]#[N:12])=[CH:8][C:7]([Cl:13])=[C:6]([Cl:14])[CH:5]=2.[CH3:24][OH:25].O. The catalyst is CO.CN(C=O)C. The product is [Cl:1][C:2]1[N:3]([C@@H:15]2[O:21][C@H:20]([CH2:22][OH:23])[C@@H:18]([OH:19])[C@H:16]2[OH:17])[C:4]2[C:9]([C:10]=1[C:11](=[NH:12])[O:25][CH3:24])=[CH:8][C:7]([Cl:13])=[C:6]([Cl:14])[CH:5]=2. The yield is 0.580. (10) The reactants are [OH:1][C:2]1[C:7](=[O:8])[NH:6][C:5]([C@@H:9]2[CH2:14][CH2:13][CH2:12][C@@H:11]([CH2:15]O)[O:10]2)=[N:4][C:3]=1[C:17]([O:19][CH2:20][CH3:21])=[O:18].CS(Cl)(=O)=O.C(N(C(C)C)CC)(C)C.C([O-])([O-])=O.[K+].[K+]. The catalyst is C1COCC1.CCO.O. The product is [OH:1][C:2]1[C:7](=[O:8])[N:6]2[CH2:15][C@H:11]3[O:10][C@@H:9]([C:5]2=[N:4][C:3]=1[C:17]([O:19][CH2:20][CH3:21])=[O:18])[CH2:14][CH2:13][CH2:12]3. The yield is 0.650.